This data is from NCI-60 drug combinations with 297,098 pairs across 59 cell lines. The task is: Regression. Given two drug SMILES strings and cell line genomic features, predict the synergy score measuring deviation from expected non-interaction effect. (1) Drug 1: CCC1=C2CN3C(=CC4=C(C3=O)COC(=O)C4(CC)O)C2=NC5=C1C=C(C=C5)O. Drug 2: N.N.Cl[Pt+2]Cl. Cell line: NCI/ADR-RES. Synergy scores: CSS=46.4, Synergy_ZIP=-8.85, Synergy_Bliss=-2.97, Synergy_Loewe=1.91, Synergy_HSA=2.64. (2) Drug 1: CC(CN1CC(=O)NC(=O)C1)N2CC(=O)NC(=O)C2. Drug 2: CN(CC1=CN=C2C(=N1)C(=NC(=N2)N)N)C3=CC=C(C=C3)C(=O)NC(CCC(=O)O)C(=O)O. Cell line: SF-268. Synergy scores: CSS=26.5, Synergy_ZIP=-5.42, Synergy_Bliss=2.45, Synergy_Loewe=2.82, Synergy_HSA=3.18. (3) Drug 1: CC1C(C(CC(O1)OC2CC(CC3=C2C(=C4C(=C3O)C(=O)C5=C(C4=O)C(=CC=C5)OC)O)(C(=O)C)O)N)O.Cl. Drug 2: CC1=CC2C(CCC3(C2CCC3(C(=O)C)OC(=O)C)C)C4(C1=CC(=O)CC4)C. Cell line: ACHN. Synergy scores: CSS=49.7, Synergy_ZIP=18.6, Synergy_Bliss=19.1, Synergy_Loewe=-20.0, Synergy_HSA=19.3. (4) Drug 1: CC1=C(C=C(C=C1)NC(=O)C2=CC=C(C=C2)CN3CCN(CC3)C)NC4=NC=CC(=N4)C5=CN=CC=C5. Drug 2: C1=CC=C(C=C1)NC(=O)CCCCCCC(=O)NO. Cell line: HCT116. Synergy scores: CSS=10.7, Synergy_ZIP=-4.23, Synergy_Bliss=-6.02, Synergy_Loewe=-43.9, Synergy_HSA=-15.0. (5) Drug 1: CN(CCCl)CCCl.Cl. Drug 2: C1CCC(C(C1)N)N.C(=O)(C(=O)[O-])[O-].[Pt+4]. Cell line: SF-539. Synergy scores: CSS=46.0, Synergy_ZIP=-8.17, Synergy_Bliss=-5.81, Synergy_Loewe=-3.83, Synergy_HSA=-1.12.